From a dataset of Full USPTO retrosynthesis dataset with 1.9M reactions from patents (1976-2016). Predict the reactants needed to synthesize the given product. (1) Given the product [CH2:1]([O:3][C:4](=[O:22])[CH2:5][CH2:6][CH2:7][O:8][C:9]1[CH:10]=[N:11][C:12]([C:15]2[CH:20]=[CH:19][CH:18]=[C:17]([O:21][CH:26]3[CH2:30][CH2:29][CH2:28][CH2:27]3)[CH:16]=2)=[CH:13][CH:14]=1)[CH3:2], predict the reactants needed to synthesize it. The reactants are: [CH2:1]([O:3][C:4](=[O:22])[CH2:5][CH2:6][CH2:7][O:8][C:9]1[CH:10]=[N:11][C:12]([C:15]2[CH:20]=[CH:19][CH:18]=[C:17]([OH:21])[CH:16]=2)=[CH:13][CH:14]=1)[CH3:2].[H-].[Na+].Br[CH:26]1[CH2:30][CH2:29][CH2:28][CH2:27]1. (2) Given the product [C:7]1(=[O:17])[C:6]2[C:5](=[CH:12][N:11]=[CH:10][CH:9]=2)[CH:4]=[CH:3][NH:8]1, predict the reactants needed to synthesize it. The reactants are: CN(C)/[CH:3]=[CH:4]/[C:5]1[CH:12]=[N:11][CH:10]=[CH:9][C:6]=1[C:7]#[N:8].Br.C([OH:17])C. (3) Given the product [CH3:12][N:8]1[C:9]2[C:5](=[CH:4][C:3]([OH:2])=[CH:11][CH:10]=2)[CH:6]=[N:7]1, predict the reactants needed to synthesize it. The reactants are: C[O:2][C:3]1[CH:4]=[C:5]2[C:9](=[CH:10][CH:11]=1)[N:8]([CH3:12])[N:7]=[CH:6]2.[Al+3].[Cl-].[Cl-].[Cl-].